Dataset: Full USPTO retrosynthesis dataset with 1.9M reactions from patents (1976-2016). Task: Predict the reactants needed to synthesize the given product. (1) Given the product [CH3:12][N:7]1[C:6]2[CH:13]=[CH:14][C:3]([N:2]3[CH:18]=[C:19]([C:20]([O:22][CH2:23][CH3:24])=[O:21])[C:25](=[O:32])[NH:26][C:27]3=[O:28])=[CH:4][C:5]=2[N:9]([CH3:10])[C:8]1=[O:11], predict the reactants needed to synthesize it. The reactants are: Cl.[NH2:2][C:3]1[CH:14]=[CH:13][C:6]2[N:7]([CH3:12])[C:8](=[O:11])[N:9]([CH3:10])[C:5]=2[CH:4]=1.C(O[CH:18]=[C:19]([C:25](=[O:32])[NH:26][C:27](OCC)=[O:28])[C:20]([O:22][CH2:23][CH3:24])=[O:21])C.C(N(CC)CC)C.CC(C)([O-])C.[K+].Cl. (2) Given the product [F:1][C:2]1[CH:21]=[C:20]([CH:19]=[C:4]([CH:5]=[C:6]2[CH2:11][CH2:10][NH:9][CH2:8][CH2:7]2)[CH:3]=1)[O:22][C:23]1[CH:28]=[CH:27][C:26]([C:29]([F:32])([F:31])[F:30])=[CH:25][N:24]=1, predict the reactants needed to synthesize it. The reactants are: [F:1][C:2]1[CH:3]=[C:4]([CH:19]=[C:20]([O:22][C:23]2[CH:28]=[CH:27][C:26]([C:29]([F:32])([F:31])[F:30])=[CH:25][N:24]=2)[CH:21]=1)[CH:5]=[C:6]1[CH2:11][CH2:10][N:9](C(OC(C)(C)C)=O)[CH2:8][CH2:7]1.FC(F)(F)C(O)=O.